From a dataset of Forward reaction prediction with 1.9M reactions from USPTO patents (1976-2016). Predict the product of the given reaction. Given the reactants [F:1][C:2]1[CH:7]=[CH:6][C:5]([N:8]2[CH2:13][CH:12]3[C:10]([C:14]([OH:16])=O)([CH2:11]3)[C:9]2=[O:17])=[CH:4][CH:3]=1.C1C=CC2N(O)N=NC=2C=1.CCN=C=NCCCN(C)C.CCN(C(C)C)C(C)C.[NH2:48][C:49]1[CH:78]=[CH:77][C:52]([O:53][C:54]2[CH:59]=[CH:58][N:57]=[C:56]3[CH:60]=[C:61]([C:63]4[CH:68]=[CH:67][C:66]([C:69]([N:71]5[CH2:76][CH2:75][O:74][CH2:73][CH2:72]5)=[O:70])=[CH:65][CH:64]=4)[S:62][C:55]=23)=[C:51]([F:79])[CH:50]=1, predict the reaction product. The product is: [F:79][C:51]1[CH:50]=[C:49]([NH:48][C:14]([C:10]23[CH2:11][CH:12]2[CH2:13][N:8]([C:5]2[CH:4]=[CH:3][C:2]([F:1])=[CH:7][CH:6]=2)[C:9]3=[O:17])=[O:16])[CH:78]=[CH:77][C:52]=1[O:53][C:54]1[CH:59]=[CH:58][N:57]=[C:56]2[CH:60]=[C:61]([C:63]3[CH:64]=[CH:65][C:66]([C:69]([N:71]4[CH2:76][CH2:75][O:74][CH2:73][CH2:72]4)=[O:70])=[CH:67][CH:68]=3)[S:62][C:55]=12.